This data is from Forward reaction prediction with 1.9M reactions from USPTO patents (1976-2016). The task is: Predict the product of the given reaction. (1) Given the reactants [F:1][C:2]1[C:7]([O:8][CH3:9])=[CH:6][C:5]([O:10][CH3:11])=[C:4]([F:12])[C:3]=1[NH:13][CH2:14][C:15]1[C:16]([NH:32][CH2:33][C:34]2[CH:35]=[C:36]([CH:39]=[CH:40][CH:41]=2)[C:37]#[N:38])=[C:17]2[CH:23]=[CH:22][N:21]([CH2:24][O:25][CH2:26][CH2:27][Si:28]([CH3:31])([CH3:30])[CH3:29])[C:18]2=[N:19][CH:20]=1.[O:42]1CCC[CH2:43]1.C(N(CC)CC)C.ClC(Cl)(OC(=O)OC(Cl)(Cl)Cl)Cl, predict the reaction product. The product is: [F:12][C:4]1[C:5]([O:10][CH3:11])=[CH:6][C:7]([O:8][CH3:9])=[C:2]([F:1])[C:3]=1[N:13]1[CH2:14][C:15]2[CH:20]=[N:19][C:18]3[N:21]([CH2:24][O:25][CH2:26][CH2:27][Si:28]([CH3:31])([CH3:30])[CH3:29])[CH:22]=[CH:23][C:17]=3[C:16]=2[N:32]([CH2:33][C:34]2[CH:35]=[C:36]([CH:39]=[CH:40][CH:41]=2)[C:37]#[N:38])[C:43]1=[O:42]. (2) Given the reactants FC(F)(F)S(O[CH2:7][C:8]1([C:18]([O:20][CH2:21][C:22]2[CH:27]=[CH:26][CH:25]=[CH:24][CH:23]=2)=[O:19])[CH2:17][CH2:16][C:11]2([O:15][CH2:14][CH2:13][O:12]2)[CH2:10][CH2:9]1)(=O)=O.C1COCC1.CCCC[N+](CCCC)(CCCC)CCCC.[F-:52], predict the reaction product. The product is: [F:52][CH2:7][C:8]1([C:18]([O:20][CH2:21][C:22]2[CH:27]=[CH:26][CH:25]=[CH:24][CH:23]=2)=[O:19])[CH2:9][CH2:10][C:11]2([O:12][CH2:13][CH2:14][O:15]2)[CH2:16][CH2:17]1. (3) Given the reactants COC1C=CC(C[N:8](CC2C=CC(OC)=CC=2)[C:9]2[CH:10]=[C:11]([CH:16]([C:25]3([CH3:28])[CH2:27][CH2:26]3)[CH2:17][C:18]([O:20][C:21]([CH3:24])([CH3:23])[CH3:22])=[O:19])[CH:12]=[CH:13][C:14]=2[Cl:15])=CC=1.ClC1C(=O)C(C#N)=C(C#N)C(=O)C=1Cl.C(=O)(O)[O-].[Na+], predict the reaction product. The product is: [NH2:8][C:9]1[CH:10]=[C:11]([CH:16]([C:25]2([CH3:28])[CH2:26][CH2:27]2)[CH2:17][C:18]([O:20][C:21]([CH3:23])([CH3:24])[CH3:22])=[O:19])[CH:12]=[CH:13][C:14]=1[Cl:15].